Dataset: Blood-brain barrier permeability classification from the B3DB database. Task: Regression/Classification. Given a drug SMILES string, predict its absorption, distribution, metabolism, or excretion properties. Task type varies by dataset: regression for continuous measurements (e.g., permeability, clearance, half-life) or binary classification for categorical outcomes (e.g., BBB penetration, CYP inhibition). Dataset: b3db_classification. The compound is COc1cc2c(cc1OC)CN(C(=O)C[C@@H]1NC(=O)N(c3ccc(C(C)C)cc3)C1=O)CC2. The result is 0 (does not penetrate BBB).